From a dataset of Catalyst prediction with 721,799 reactions and 888 catalyst types from USPTO. Predict which catalyst facilitates the given reaction. (1) Reactant: [F:1][C:2]1[CH:3]=[C:4]([C:8]2[S:9][C:10]([C:14]3[CH:18]=[C:17]([C:19](O)=[O:20])[N:16]([CH3:22])[N:15]=3)=[C:11]([CH3:13])[N:12]=2)[CH:5]=[N:6][CH:7]=1.[CH3:23][S:24]([NH2:27])(=[O:26])=[O:25].Cl.CN(C)CCCN=C=NCC. Product: [F:1][C:2]1[CH:3]=[C:4]([C:8]2[S:9][C:10]([C:14]3[CH:18]=[C:17]([C:19]([NH:27][S:24]([CH3:23])(=[O:26])=[O:25])=[O:20])[N:16]([CH3:22])[N:15]=3)=[C:11]([CH3:13])[N:12]=2)[CH:5]=[N:6][CH:7]=1. The catalyst class is: 119. (2) Product: [C:1]([O:5][C:6]([N:8]1[C:12]2[CH:13]=[C:14]([CH2:16][N:30]3[CH2:35][CH2:34][CH2:33][CH2:32][CH2:31]3)[S:15][C:11]=2[C:10]([I:22])=[N:9]1)=[O:7])([CH3:4])([CH3:3])[CH3:2]. Reactant: [C:1]([O:5][C:6]([N:8]1[C:12]2[CH:13]=[C:14]([CH2:16]OS(C)(=O)=O)[S:15][C:11]=2[C:10]([I:22])=[N:9]1)=[O:7])([CH3:4])([CH3:3])[CH3:2].C(N(CC)CC)C.[NH:30]1[CH2:35][CH2:34][CH2:33][CH2:32][CH2:31]1. The catalyst class is: 4. (3) Reactant: [N:1]1[CH:6]=[CH:5][CH:4]=[C:3]([CH:7]([NH2:16])[CH2:8][CH2:9][CH:10]2[CH2:15][CH2:14]O[CH2:12][CH2:11]2)[CH:2]=1.C(O)C.C([O-])([O-])=O.[K+].[K+].[Na+].[Cl-:27]. Product: [ClH:27].[ClH:27].[N:1]1[CH:6]=[CH:5][CH:4]=[C:3]([CH:7]2[CH2:8][CH2:9][CH:10]3[CH2:15][CH2:14][N:16]2[CH2:12][CH2:11]3)[CH:2]=1. The catalyst class is: 201.